This data is from Full USPTO retrosynthesis dataset with 1.9M reactions from patents (1976-2016). The task is: Predict the reactants needed to synthesize the given product. (1) Given the product [CH:17]1([NH:20][CH2:5][C:4]2([OH:6])[CH2:7][CH2:8][N:9]([C:10]([O:12][C:13]([CH3:16])([CH3:15])[CH3:14])=[O:11])[CH:2]([CH3:1])[CH2:3]2)[CH2:19][CH2:18]1, predict the reactants needed to synthesize it. The reactants are: [CH3:1][CH:2]1[N:9]([C:10]([O:12][C:13]([CH3:16])([CH3:15])[CH3:14])=[O:11])[CH2:8][CH2:7][C:4]2([O:6][CH2:5]2)[CH2:3]1.[CH:17]1([NH2:20])[CH2:19][CH2:18]1. (2) Given the product [C:6]1(=[O:7])[CH2:5][CH2:4][CH2:3][CH2:2][CH2:1]1.[CH:9]1([OH:16])[CH2:10][CH2:11][CH2:12][CH2:13][CH2:14]1.[O:36]=[O:15], predict the reactants needed to synthesize it. The reactants are: [CH2:1](O)[CH2:2][CH2:3][CH2:4][CH2:5][CH2:6][OH:7].[C:9]1(=[O:16])[O:15][CH2:14][CH2:13][CH2:12][CH2:11][CH2:10]1.C(O)(=O)CCCCC(O)=O.OCCCCCC(O)=O.[OH2:36]. (3) Given the product [F:16][C:17]([F:23])([F:22])[C:18]([O-:20])=[O:19].[CH3:1][O:2][Si:3]([CH2:8][CH2:9][C:10]1[CH:15]=[CH:14][CH:13]=[CH:12][N+:11]=1[CH3:17])([O:6][CH3:7])[O:4][CH3:5], predict the reactants needed to synthesize it. The reactants are: [CH3:1][O:2][Si:3]([CH2:8][CH2:9][C:10]1[CH:15]=[CH:14][CH:13]=[CH:12][N:11]=1)([O:6][CH3:7])[O:4][CH3:5].[F:16][C:17]([F:23])([F:22])[C:18]([O:20]C)=[O:19].